Dataset: Reaction yield outcomes from USPTO patents with 853,638 reactions. Task: Predict the reaction yield, written as a fraction of the theoretical maximum amount of product (1.0 means a 100% yield; for example, 0.34 means a 34% yield). (1) The reactants are Cl[C:2]1[N:7]=[C:6]([N:8]2[C:12]3[CH:13]=[CH:14][CH:15]=[CH:16][C:11]=3[N:10]=[N:9]2)[CH:5]=[N:4][C:3]=1[CH3:17].[Cl:18][C:19]1[CH:24]=[C:23]([O:25][CH3:26])[C:22]([CH3:27])=[CH:21][C:20]=1B(O)O.C([O-])([O-])=O.[Na+].[Na+]. The catalyst is C1(C)C=CC=CC=1. The product is [Cl:18][C:19]1[CH:24]=[C:23]([O:25][CH3:26])[C:22]([CH3:27])=[CH:21][C:20]=1[C:2]1[N:7]=[C:6]([N:8]2[C:12]3[CH:13]=[CH:14][CH:15]=[CH:16][C:11]=3[N:10]=[N:9]2)[CH:5]=[N:4][C:3]=1[CH3:17]. The yield is 0.500. (2) The reactants are [CH3:1][N:2]([CH3:26])[CH2:3][C@@H:4]([OH:25])[CH2:5][O:6][CH2:7][CH2:8][CH2:9][CH2:10][CH2:11][CH2:12][CH2:13][CH2:14]/[CH:15]=[CH:16]\[CH2:17]/[CH:18]=[CH:19]\[CH2:20][CH2:21][CH2:22][CH2:23][CH3:24].[H-].[Na+].CS(O[CH2:34][CH2:35][CH2:36][CH2:37][CH2:38][CH2:39][CH2:40][CH2:41][O:42][C@H:43]1[CH2:67][CH2:66][C@@:65]2([CH3:68])[C:45](=[CH:46][CH2:47][C@@H:48]3[C@@H:64]2[CH2:63][CH2:62][C@@:61]2([CH3:69])[C@H:49]3[CH2:50][CH2:51][C@@H:52]2[C@H:53]([CH3:60])[CH2:54][CH2:55][CH2:56][CH:57]([CH3:59])[CH3:58])[CH2:44]1)(=O)=O.CCO. The catalyst is C1(C)C=CC=CC=1. The product is [CH3:59][CH:57]([CH2:56][CH2:55][CH2:54][C@H:53]([C@@H:52]1[C@:61]2([CH3:69])[C@H:49]([C@H:48]3[C@H:64]([CH2:63][CH2:62]2)[C@:65]2([CH3:68])[C:45]([CH2:44][C@@H:43]([O:42][CH2:41][CH2:40][CH2:39][CH2:38][CH2:37][CH2:36][CH2:35][CH2:34][O:25][C@@H:4]([CH2:5][O:6][CH2:7][CH2:8][CH2:9][CH2:10][CH2:11][CH2:12][CH2:13][CH2:14]/[CH:15]=[CH:16]\[CH2:17]/[CH:18]=[CH:19]\[CH2:20][CH2:21][CH2:22][CH2:23][CH3:24])[CH2:3][N:2]([CH3:1])[CH3:26])[CH2:67][CH2:66]2)=[CH:46][CH2:47]3)[CH2:50][CH2:51]1)[CH3:60])[CH3:58]. The yield is 0.810.